Dataset: M1 muscarinic receptor antagonist screen with 61,756 compounds. Task: Binary Classification. Given a drug SMILES string, predict its activity (active/inactive) in a high-throughput screening assay against a specified biological target. (1) The molecule is Fc1ccc(C2=NOC(C2)C(=O)NCc2cccnc2)cc1. The result is 0 (inactive). (2) The molecule is O1CCN(CC1)C(=O)c1cc(COc2ccc(OCC)cc2)ccc1. The result is 0 (inactive). (3) The molecule is s1c(nc(CSc2oc(nn2)c2sccc2)c1)c1ccccc1. The result is 0 (inactive). (4) The compound is O1CC(N=C1c1c2c(n(c1)CC)cccc2)C(C)C. The result is 1 (active). (5) The molecule is S1CC(=Nn2c1nnc2)c1ccc(OCC)cc1. The result is 0 (inactive). (6) The molecule is O(CC(=O)N1CC(CCC1)C)c1cc2oc(=O)cc(c2cc1)C. The result is 0 (inactive).